This data is from Forward reaction prediction with 1.9M reactions from USPTO patents (1976-2016). The task is: Predict the product of the given reaction. (1) Given the reactants I[C:2]1[N:3]=[CH:4][N:5](C(C2C=CC=CC=2)(C2C=CC=CC=2)C2C=CC=CC=2)[CH:6]=1.C([Mg]Br)C.Br[C:31]1[CH:32]=[CH:33][C:34]([CH3:37])=[N:35][CH:36]=1, predict the reaction product. The product is: [NH:5]1[CH:6]=[C:2]([C:31]2[CH:32]=[CH:33][C:34]([CH3:37])=[N:35][CH:36]=2)[N:3]=[CH:4]1. (2) Given the reactants [CH3:1][C:2]1[N:3]=[C:4]2[C:9]([NH2:10])=[CH:8][C:7]([N:11]3[CH:15]=[N:14][CH:13]=[N:12]3)=[CH:6][N:5]2[C:16]=1[CH3:17].Br[CH2:19][C:20]1[CH:25]=[CH:24][C:23]([F:26])=[CH:22][C:21]=1[Cl:27].C(=O)([O-])[O-].[Na+].[Na+], predict the reaction product. The product is: [Cl:27][C:21]1[CH:22]=[C:23]([F:26])[CH:24]=[CH:25][C:20]=1[CH2:19][NH:10][C:9]1[C:4]2[N:5]([C:16]([CH3:17])=[C:2]([CH3:1])[N:3]=2)[CH:6]=[C:7]([N:11]2[CH:15]=[N:14][CH:13]=[N:12]2)[CH:8]=1. (3) Given the reactants [C:1](Cl)(=[O:10])[C:2]1[CH:7]=[CH:6][C:5]([O:8][CH3:9])=[CH:4][CH:3]=1.[CH2:12]([O:14][C:15]([C:17]1[N:18]=[C:19]([Br:23])[S:20][C:21]=1[NH2:22])=[O:16])[CH3:13], predict the reaction product. The product is: [CH2:12]([O:14][C:15]([C:17]1[N:18]=[C:19]([Br:23])[S:20][C:21]=1[NH:22][C:1](=[O:10])[C:2]1[CH:7]=[CH:6][C:5]([O:8][CH3:9])=[CH:4][CH:3]=1)=[O:16])[CH3:13]. (4) The product is: [Cl:22][C:23]1[N:24]=[CH:25][C:26]([CH2:29][N:8]2[C:9]([CH3:13])=[CH:10][C:11](=[O:12])[N:6]3[N:5]=[C:4]([O:3][CH:2]([F:1])[F:15])[CH:14]=[C:7]23)=[CH:27][CH:28]=1. Given the reactants [F:1][CH:2]([F:15])[O:3][C:4]1[CH:14]=[C:7]2[N:8]=[C:9]([CH3:13])[CH:10]=[C:11]([OH:12])[N:6]2[N:5]=1.C(=O)([O-])[O-].[K+].[K+].[Cl:22][C:23]1[CH:28]=[CH:27][C:26]([CH2:29]Cl)=[CH:25][N:24]=1.O, predict the reaction product. (5) Given the reactants Br[CH2:2][C:3]([O:11][CH3:12])=[CH:4][C:5](=[O:10])[C:6]([F:9])([F:8])[F:7].[C:13]([O-:16])(=[O:15])[CH3:14].[K+].C(O)(=O)C, predict the reaction product. The product is: [C:13]([O:16][CH2:2][C:3]([O:11][CH3:12])=[CH:4][C:5](=[O:10])[C:6]([F:9])([F:8])[F:7])(=[O:15])[CH3:14]. (6) Given the reactants [NH2:1][CH2:2][C@:3]([OH:21])([CH2:8][C:9]([C:12]1[CH:17]=[C:16]([F:18])[CH:15]=[CH:14][C:13]=1[O:19][CH3:20])([CH3:11])[CH3:10])[C:4]([F:7])([F:6])[F:5].Br[C:23]1[CH:31]=[C:30]([CH3:32])[CH:29]=[C:28]2[C:24]=1[CH:25]=[N:26][N:27]2[C:33]1[CH:38]=[CH:37][C:36]([F:39])=[CH:35][C:34]=1[F:40].C1C=CC(P(C2C(C3C(P(C4C=CC=CC=4)C4C=CC=CC=4)=CC=C4C=3C=CC=C4)=C3C(C=CC=C3)=CC=2)C2C=CC=CC=2)=CC=1.CC(C)([O-])C.[Na+], predict the reaction product. The product is: [F:40][C:34]1[CH:35]=[C:36]([F:39])[CH:37]=[CH:38][C:33]=1[N:27]1[C:28]2[C:24](=[C:23]([NH:1][CH2:2][C@:3]([OH:21])([CH2:8][C:9]([C:12]3[CH:17]=[C:16]([F:18])[CH:15]=[CH:14][C:13]=3[O:19][CH3:20])([CH3:11])[CH3:10])[C:4]([F:7])([F:6])[F:5])[CH:31]=[C:30]([CH3:32])[CH:29]=2)[CH:25]=[N:26]1. (7) Given the reactants CS([C:5]1[N:6]([C:15]2[CH:20]=[CH:19][C:18]([O:21][CH2:22][C:23]([F:26])([F:25])[F:24])=[CH:17][CH:16]=2)[C:7](=[O:14])[C:8]2[CH:13]=[CH:12][NH:11][C:9]=2[N:10]=1)(=O)=O.[NH2:27][CH2:28][CH2:29][OH:30], predict the reaction product. The product is: [OH:30][CH2:29][CH2:28][NH:27][C:5]1[N:6]([C:15]2[CH:20]=[CH:19][C:18]([O:21][CH2:22][C:23]([F:26])([F:25])[F:24])=[CH:17][CH:16]=2)[C:7](=[O:14])[C:8]2[CH:13]=[CH:12][NH:11][C:9]=2[N:10]=1.